Dataset: Reaction yield outcomes from USPTO patents with 853,638 reactions. Task: Predict the reaction yield, written as a fraction of the theoretical maximum amount of product (1.0 means a 100% yield; for example, 0.34 means a 34% yield). (1) The reactants are [C:1]1([CH3:11])[CH:6]=[CH:5][C:4]([S:7](Cl)(=[O:9])=[O:8])=[CH:3][CH:2]=1.C(N(CC)CC)C.[F:19][C:20]1[CH:21]=[C:22]2[C:26](=[CH:27][CH:28]=1)[NH:25][C:24]([CH:29]=[O:30])=[CH:23]2.C(=O)(O)[O-].[Na+]. The product is [F:19][C:20]1[CH:21]=[C:22]2[C:26](=[CH:27][CH:28]=1)[N:25]([S:7]([C:4]1[CH:5]=[CH:6][C:1]([CH3:11])=[CH:2][CH:3]=1)(=[O:9])=[O:8])[C:24]([CH:29]=[O:30])=[CH:23]2. The catalyst is CN(C1C=CN=CC=1)C.ClCCl. The yield is 0.810. (2) The reactants are [Br:1][C:2]1[CH:3]=[N:4][N:5]([CH3:16])[C:6]=1[C:7]1[CH:8]=[C:9]([C:13]([OH:15])=O)[S:10][C:11]=1[CH3:12].[NH2:17][C@@H:18]([CH2:31][C:32]1[CH:37]=[CH:36][CH:35]=[C:34]([F:38])[CH:33]=1)[CH2:19][N:20]1[C:28](=[O:29])[C:27]2[C:22](=[CH:23][CH:24]=[CH:25][CH:26]=2)[C:21]1=[O:30].CC(OC(N[C@H](C(O)=O)CC1C=CC=CC=1C(F)(F)F)=O)(C)C.C1CN([P+](Br)(N2CCCC2)N2CCCC2)CC1.F[P-](F)(F)(F)(F)F.CCN(C(C)C)C(C)C. The product is [Br:1][C:2]1[CH:3]=[N:4][N:5]([CH3:16])[C:6]=1[C:7]1[CH:8]=[C:9]([C:13]([NH:17][C@@H:18]([CH2:31][C:32]2[CH:37]=[CH:36][CH:35]=[C:34]([F:38])[CH:33]=2)[CH2:19][N:20]2[C:28](=[O:29])[C:27]3[C:22](=[CH:23][CH:24]=[CH:25][CH:26]=3)[C:21]2=[O:30])=[O:15])[S:10][C:11]=1[CH3:12]. The yield is 0.460. The catalyst is C(Cl)(Cl)Cl. (3) The reactants are [CH3:1][C:2]1[N:7]=[C:6]([C:8]2[N:12]=[C:11]([CH:13]3[CH2:16][N:15](C(OC(C)(C)C)=O)[CH2:14]3)[NH:10][N:9]=2)[CH:5]=[CH:4][CH:3]=1.[ClH:24]. The catalyst is O1CCOCC1. The product is [ClH:24].[ClH:24].[NH:15]1[CH2:16][CH:13]([C:11]2[NH:10][N:9]=[C:8]([C:6]3[CH:5]=[CH:4][CH:3]=[C:2]([CH3:1])[N:7]=3)[N:12]=2)[CH2:14]1. The yield is 0.766.